Dataset: Full USPTO retrosynthesis dataset with 1.9M reactions from patents (1976-2016). Task: Predict the reactants needed to synthesize the given product. (1) Given the product [C:7]([CH:11]1[CH2:12][CH2:13][C:14]([CH2:17][OH:18])([CH2:21][OH:22])[CH2:15][CH2:16]1)([CH3:10])([CH3:8])[CH3:9], predict the reactants needed to synthesize it. The reactants are: [H-].[Al+3].[Li+].[H-].[H-].[H-].[C:7]([CH:11]1[CH2:16][CH2:15][C:14]([C:21](OC)=[O:22])([C:17](OC)=[O:18])[CH2:13][CH2:12]1)([CH3:10])([CH3:9])[CH3:8]. (2) Given the product [Cl:7][C:8]1[C:14]([N+:15]([O-:17])=[O:16])=[CH:13][CH:12]=[CH:11][C:9]=1[NH2:10], predict the reactants needed to synthesize it. The reactants are: C(=O)([O-])O.[Na+].Br.[Cl:7][C:8]1[C:14]([N+:15]([O-:17])=[O:16])=[CH:13][CH:12]=[CH:11][C:9]=1[NH2:10]. (3) Given the product [N:1]1[CH:6]=[CH:5][CH:4]=[CH:3][C:2]=1[C:7]1[N:11]=[C:10]([C:12]2[CH:17]=[C:16]([O:18][CH2:27][CH2:28][CH3:29])[CH:15]=[C:14]([C:19]#[N:20])[CH:13]=2)[O:9][N:8]=1, predict the reactants needed to synthesize it. The reactants are: [N:1]1[CH:6]=[CH:5][CH:4]=[CH:3][C:2]=1[C:7]1[N:11]=[C:10]([C:12]2[CH:17]=[C:16]([OH:18])[CH:15]=[C:14]([C:19]#[N:20])[CH:13]=2)[O:9][N:8]=1.C(=O)([O-])[O-].[K+].[K+].[CH2:27](I)[CH2:28][CH3:29]. (4) Given the product [NH2:9][C:5]1[C:6]([OH:8])=[CH:7][C:2]([F:1])=[C:3]([C:12](=[O:14])[CH3:13])[CH:4]=1, predict the reactants needed to synthesize it. The reactants are: [F:1][C:2]1[CH:7]=[C:6]([OH:8])[C:5]([N+:9]([O-])=O)=[CH:4][C:3]=1[C:12](=[O:14])[CH3:13]. (5) Given the product [OH:1][C:2]1[CH:7]=[CH:6][CH:5]=[CH:4][C:3]=1[C:8]1[O:19][C:14]2[CH:15]=[CH:16][CH:17]=[CH:18][C:13]=2[C:11](=[O:32])[N:12]=1, predict the reactants needed to synthesize it. The reactants are: [OH:1][C:2]1[CH:7]=[CH:6][CH:5]=[CH:4][C:3]=1[C:8]1[N:12]=[C:11]([C:13]2[CH:18]=[CH:17][CH:16]=[CH:15][C:14]=2[OH:19])N(C2C=CC(C(O)=O)=CC=2)N=1.C(N)(=O)C1C(=CC=CC=1)[OH:32].C(Cl)(=O)C1C(=CC=CC=1)O. (6) Given the product [CH3:12][N:8]([C:5]1[CH:6]=[CH:7][C:2]([N:65]2[CH2:70][CH2:69][NH:68][CH2:67][CH2:66]2)=[CH:3][CH:4]=1)[C:9](=[O:11])[CH3:10], predict the reactants needed to synthesize it. The reactants are: Br[C:2]1[CH:7]=[CH:6][C:5]([N:8]([CH3:12])[C:9](=[O:11])[CH3:10])=[CH:4][CH:3]=1.C(=O)([O-])[O-].[Cs+].[Cs+].C1C=CC(P(C2C(C3C(P(C4C=CC=CC=4)C4C=CC=CC=4)=CC=C4C=3C=CC=C4)=C3C(C=CC=C3)=CC=2)C2C=CC=CC=2)=CC=1.[NH:65]1[CH2:70][CH2:69][NH:68][CH2:67][CH2:66]1.